Dataset: CYP1A2 inhibition data for predicting drug metabolism from PubChem BioAssay. Task: Regression/Classification. Given a drug SMILES string, predict its absorption, distribution, metabolism, or excretion properties. Task type varies by dataset: regression for continuous measurements (e.g., permeability, clearance, half-life) or binary classification for categorical outcomes (e.g., BBB penetration, CYP inhibition). Dataset: cyp1a2_veith. (1) The drug is CC(=O)Nc1sc2c(c1C(N)=O)CCCC2. The result is 1 (inhibitor). (2) The molecule is Cc1ccc(N=CC2=C(O)CC(c3ccco3)CC2=O)cc1. The result is 1 (inhibitor). (3) The compound is COCCn1c(=O)c(-c2cccs2)nc2cnc(Oc3ccccc3)nc21. The result is 1 (inhibitor). (4) The drug is Cc1ccc(NC(=O)C2(NC(=O)c3cccc(N4C(=O)CSC4c4ccccc4)c3)CCCCC2)cc1. The result is 0 (non-inhibitor). (5) The compound is C=C1C=C(Br)C2(OCCCO2)[C@H]2O[C@@H]12. The result is 0 (non-inhibitor). (6) The molecule is CCOc1ccc(N(CC(=O)NCc2ccc(OC)cc2)S(=O)(=O)c2c(C)noc2C)cc1. The result is 0 (non-inhibitor). (7) The molecule is CN(C)c1ncc2nc(-c3ccc(Cl)cc3)c(=O)n(C[C@H]3CCCO3)c2n1. The result is 1 (inhibitor). (8) The compound is COc1ccc(C(Cl)=C(c2ccc(OC)cc2)c2ccc(OC)cc2)cc1. The result is 0 (non-inhibitor).